This data is from Full USPTO retrosynthesis dataset with 1.9M reactions from patents (1976-2016). The task is: Predict the reactants needed to synthesize the given product. (1) Given the product [O:37]1[CH:38]=[CH:39][CH2:40][CH2:41][CH:42]1[C:3]1[C:4]([O:9][C:10]2[CH:15]=[CH:14][C:13]([NH:16][C:17]3[CH:22]=[CH:21][CH:20]=[CH:19][N:18]=3)=[CH:12][CH:11]=2)=[N:5][CH:6]=[CH:7][CH:8]=1, predict the reactants needed to synthesize it. The reactants are: Cl.Br[C:3]1[C:4]([O:9][C:10]2[CH:15]=[CH:14][C:13]([NH:16][C:17]3[CH:22]=[CH:21][CH:20]=[CH:19][N:18]=3)=[CH:12][CH:11]=2)=[N:5][CH:6]=[CH:7][CH:8]=1.C1(N(C)C2CCCCC2)CCCCC1.[O:37]1[CH:42]=[CH:41][CH2:40][CH2:39][CH2:38]1. (2) Given the product [F:18][CH:19]([F:30])[CH2:20][O:21][CH2:22][CH:23]1[CH2:28][CH2:27][CH:26]([N:1]2[CH2:2][CH2:3][CH:4]([N:7]3[C:12](=[O:13])[CH2:11][O:10][C@H:9]4[CH2:14][CH2:15][CH2:16][CH2:17][C@H:8]34)[CH2:5][CH2:6]2)[CH2:25][CH2:24]1, predict the reactants needed to synthesize it. The reactants are: [NH:1]1[CH2:6][CH2:5][CH:4]([N:7]2[C:12](=[O:13])[CH2:11][O:10][C@H:9]3[CH2:14][CH2:15][CH2:16][CH2:17][C@H:8]23)[CH2:3][CH2:2]1.[F:18][CH:19]([F:30])[CH2:20][O:21][CH2:22][CH:23]1[CH2:28][CH2:27][C:26](=O)[CH2:25][CH2:24]1. (3) Given the product [CH3:12][O:13][C:14]([C:16]1[CH:21]=[CH:20][C:19]([C:2]2[C:10]([CH3:11])=[CH:9][CH:8]=[C:4]([C:5]([OH:7])=[O:6])[CH:3]=2)=[CH:18][CH:17]=1)=[O:15], predict the reactants needed to synthesize it. The reactants are: I[C:2]1[CH:3]=[C:4]([CH:8]=[CH:9][C:10]=1[CH3:11])[C:5]([OH:7])=[O:6].[CH3:12][O:13][C:14]([C:16]1[CH:21]=[CH:20][C:19](B(O)O)=[CH:18][CH:17]=1)=[O:15].C(=O)([O-])[O-].[Cs+].[Cs+]. (4) Given the product [CH2:1]([N:5]1[C:10]2=[N:11][N:12]([CH2:21][C:22]3[CH:27]=[CH:26][C:25]([C:28]4[CH:33]=[CH:32][CH:31]=[CH:30][N:29]=4)=[CH:24][CH:23]=3)[C:13]([NH:14][C:15]3[CH:20]=[CH:19][CH:18]=[CH:17][CH:16]=3)=[C:9]2[C:8](=[N:38][CH3:37])[N:7]([CH3:35])[C:6]1=[O:36])[CH:2]([CH3:4])[CH3:3], predict the reactants needed to synthesize it. The reactants are: [CH2:1]([N:5]1[C:10]2=[N:11][N:12]([CH2:21][C:22]3[CH:27]=[CH:26][C:25]([C:28]4[CH:33]=[CH:32][CH:31]=[CH:30][N:29]=4)=[CH:24][CH:23]=3)[C:13]([NH:14][C:15]3[CH:20]=[CH:19][CH:18]=[CH:17][CH:16]=3)=[C:9]2[C:8](=S)[N:7]([CH3:35])[C:6]1=[O:36])[CH:2]([CH3:4])[CH3:3].[CH3:37][NH2:38].